From a dataset of Forward reaction prediction with 1.9M reactions from USPTO patents (1976-2016). Predict the product of the given reaction. (1) Given the reactants [CH3:1][C:2]1[C:7](B(O)O)=[CH:6][N:5]2[CH:11]=[CH:12][N:13]=[C:4]2[CH:3]=1.Cl[C:15]1[N:24]=[C:23]([NH:25][CH2:26][CH2:27][C:28]2[CH:33]=[CH:32]N=C[CH:29]=2)[C:22]2[C:17](=[CH:18][CH:19]=[CH:20][CH:21]=2)[N:16]=1.[CH:34]([NH:47]C1C2C(=CC=CC=2)N=C(C2SC3C=CC=CC=3C=2)N=1)(C1C=CC=CC=1)C1C=CC=CC=1, predict the reaction product. The product is: [CH3:1][C:2]1[C:7]([C:15]2[N:24]=[C:23]([NH:25][CH2:26][CH2:27][C:28]3[CH:29]=[N:47][CH:34]=[CH:32][CH:33]=3)[C:22]3[C:17](=[CH:18][CH:19]=[CH:20][CH:21]=3)[N:16]=2)=[CH:6][N:5]2[CH:11]=[CH:12][N:13]=[C:4]2[CH:3]=1. (2) Given the reactants Cl[C:2]1[N:10]=[CH:9][C:8]2[N:7]([CH2:11][O:12][CH2:13][CH2:14][Si:15]([CH3:18])([CH3:17])[CH3:16])[C:6]3[N:19]=[CH:20][CH:21]=[CH:22][C:5]=3[C:4]=2[C:3]=1[F:23].[CH3:24][N:25](C=O)C, predict the reaction product. The product is: [F:23][C:3]1[C:4]2[C:5]3[CH:22]=[CH:21][CH:20]=[N:19][C:6]=3[N:7]([CH2:11][O:12][CH2:13][CH2:14][Si:15]([CH3:18])([CH3:17])[CH3:16])[C:8]=2[CH:9]=[N:10][C:2]=1[C:24]#[N:25]. (3) Given the reactants [Cl:1][C:2]1[C:3]([NH:12][S:13]([C:16]2[CH:25]=[CH:24][C:19]([C:20]([O:22][CH3:23])=[O:21])=[CH:18][CH:17]=2)(=[O:15])=[O:14])=[N:4][CH:5]=[C:6]([C:8]([F:11])([F:10])[F:9])[CH:7]=1.Br[CH2:27][C:28]1[CH:33]=[CH:32][C:31]([Cl:34])=[C:30]([Cl:35])[CH:29]=1, predict the reaction product. The product is: [Cl:1][C:2]1[C:3]([N:12]([CH2:27][C:28]2[CH:33]=[CH:32][C:31]([Cl:34])=[C:30]([Cl:35])[CH:29]=2)[S:13]([C:16]2[CH:25]=[CH:24][C:19]([C:20]([O:22][CH3:23])=[O:21])=[CH:18][CH:17]=2)(=[O:15])=[O:14])=[N:4][CH:5]=[C:6]([C:8]([F:11])([F:9])[F:10])[CH:7]=1. (4) Given the reactants [O:1]1[CH2:6][CH2:5][N:4]([C:7]2[N:15]=[C:14]3[C:10]([N:11]=[CH:12][N:13]3C3CCCCO3)=[C:9]([NH2:22])[N:8]=2)[CH2:3][CH2:2]1.Cl[C:24]1[C:33]2[C:28](=[CH:29][C:30]([F:34])=[CH:31][CH:32]=2)[N:27]=[C:26]([C:35]2[CH:40]=[CH:39][CH:38]=[CH:37][N:36]=2)[C:25]=1[CH3:41].CC(C)([O-])C.[Na+].CC(C1C=C(C(C)C)C(C2C=CC=CC=2P(C2CCCCC2)C2CCCCC2)=C(C(C)C)C=1)C, predict the reaction product. The product is: [F:34][C:30]1[CH:29]=[C:28]2[C:33]([C:24]([NH:22][C:9]3[N:8]=[C:7]([N:4]4[CH2:3][CH2:2][O:1][CH2:6][CH2:5]4)[N:15]=[C:14]4[C:10]=3[N:11]=[CH:12][NH:13]4)=[C:25]([CH3:41])[C:26]([C:35]3[CH:40]=[CH:39][CH:38]=[CH:37][N:36]=3)=[N:27]2)=[CH:32][CH:31]=1. (5) Given the reactants [H-].[Na+].[CH2:3]([OH:6])[CH2:4][CH3:5].Cl[C:8]1[N:9]=[C:10]([C:18]2[CH:23]=[CH:22][C:21]([F:24])=[C:20]([C:25]([F:28])([F:27])[F:26])[CH:19]=2)[C:11]2[CH:16]=[C:15]([CH3:17])[S:14][C:12]=2[N:13]=1, predict the reaction product. The product is: [F:24][C:21]1[CH:22]=[CH:23][C:18]([C:10]2[C:11]3[CH:16]=[C:15]([CH3:17])[S:14][C:12]=3[N:13]=[C:8]([O:6][CH2:3][CH2:4][CH3:5])[N:9]=2)=[CH:19][C:20]=1[C:25]([F:26])([F:27])[F:28].[CH3:17][C:15]1[S:14][C:12]2[N:13]=[C:8]([O:6][CH2:3][CH2:4][CH3:5])[N:9]=[C:10]([C:18]3[CH:23]=[CH:22][C:21]([O:6][CH2:3][CH2:4][CH3:5])=[C:20]([C:25]([F:28])([F:27])[F:26])[CH:19]=3)[C:11]=2[CH:16]=1. (6) Given the reactants CCN(CC)CC.S([Cl:12])(C)(=O)=O.[C:13]([O:17][C:18]([NH:20][CH2:21][C:22]1[CH:27]=[CH:26][C:25]([C:28]2[CH:33]=[CH:32][C:31]([Cl:34])=[CH:30][CH:29]=2)=[C:24]([CH2:35]O)[CH:23]=1)=[O:19])([CH3:16])([CH3:15])[CH3:14], predict the reaction product. The product is: [C:13]([O:17][C:18]([NH:20][CH2:21][C:22]1[CH:27]=[CH:26][C:25]([C:28]2[CH:33]=[CH:32][C:31]([Cl:34])=[CH:30][CH:29]=2)=[C:24]([CH2:35][Cl:12])[CH:23]=1)=[O:19])([CH3:16])([CH3:15])[CH3:14].